This data is from Full USPTO retrosynthesis dataset with 1.9M reactions from patents (1976-2016). The task is: Predict the reactants needed to synthesize the given product. (1) Given the product [CH2:1]([N:3]1[C:7]2[NH:8][CH2:9][CH2:10][S:11][CH:12]([C:13]3[CH:23]=[CH:22][C:16]([C:17]([OH:19])=[O:18])=[CH:15][C:14]=3[CH3:24])[C:6]=2[C:5]([C:25]2[CH:30]=[CH:29][CH:28]=[CH:27][N:26]=2)=[N:4]1)[CH3:2], predict the reactants needed to synthesize it. The reactants are: [CH2:1]([N:3]1[C:7]2[NH:8][CH2:9][CH2:10][S:11][CH:12]([C:13]3[CH:23]=[CH:22][C:16]([C:17]([O:19]CC)=[O:18])=[CH:15][C:14]=3[CH3:24])[C:6]=2[C:5]([C:25]2[CH:30]=[CH:29][CH:28]=[CH:27][N:26]=2)=[N:4]1)[CH3:2].[OH-].[Na+].C1COCC1.CO. (2) Given the product [OH:4][C:5]1[CH:6]=[C:7]2[C:12](=[CH:13][CH:14]=1)[C@:11]([CH3:15])([C:16]([F:19])([F:17])[F:18])[O:10][CH2:9][CH2:8]2, predict the reactants needed to synthesize it. The reactants are: C([O:4][C:5]1[CH:6]=[C:7]2[C:12](=[CH:13][CH:14]=1)[C@@:11]([C:16]([F:19])([F:18])[F:17])([CH3:15])[O:10][CH2:9][CH2:8]2)(=O)C.CO.C(=O)([O-])[O-].[K+].[K+].Cl. (3) Given the product [ClH:63].[CH3:62][N:34]([CH3:33])[C:35]1([C:56]2[CH:61]=[CH:60][CH:59]=[CH:58][CH:57]=2)[CH2:40][CH2:39][CH:38]([NH:41][C:42]([C:44]2[C:45]([C:50]3[CH:51]=[CH:52][CH:53]=[CH:54][CH:55]=3)=[N:46][O:47][C:48]=2[CH3:49])=[O:43])[CH2:37][CH2:36]1, predict the reactants needed to synthesize it. The reactants are: CN(C)C1(C2C=CC=CC=2)CCC(N)CC1.CC1ON=C(C2C=CC=CC=2)C=1C(O)=O.Cl.[CH3:33][N:34]([CH3:62])[C:35]1([C:56]2[CH:61]=[CH:60][CH:59]=[CH:58][CH:57]=2)[CH2:40][CH2:39][CH:38]([NH:41][C:42]([C:44]2[C:45]([C:50]3[CH:55]=[CH:54][CH:53]=[CH:52][CH:51]=3)=[N:46][O:47][C:48]=2[CH3:49])=[O:43])[CH2:37][CH2:36]1.[Cl:63][Si](C)(C)C. (4) Given the product [ClH:28].[NH2:20][C@@H:18]1[CH2:19][C@H:17]1[C:14]1[CH:15]=[CH:16][C:11]([C:9]([NH:8][CH2:1][C:2]2[CH:3]=[CH:4][CH:5]=[CH:6][CH:7]=2)=[O:10])=[CH:12][CH:13]=1, predict the reactants needed to synthesize it. The reactants are: [CH2:1]([NH:8][C:9]([C:11]1[CH:16]=[CH:15][C:14]([C@@H:17]2[CH2:19][C@H:18]2[NH:20]C(=O)OC(C)(C)C)=[CH:13][CH:12]=1)=[O:10])[C:2]1[CH:7]=[CH:6][CH:5]=[CH:4][CH:3]=1.[ClH:28].C(OCC)(=O)C. (5) The reactants are: C(=O)(OCC)[O:2][C:3]1[CH:8]=[CH:7][C:6]([S:9]([N:12]2[C:21]3[C:16](=[CH:17][C:18]([Br:22])=[CH:19][CH:20]=3)[NH:15][C:14](=[O:23])[C@@H:13]2[CH2:24][CH3:25])(=[O:11])=[O:10])=[CH:5][CH:4]=1.IC.[CH2:32]([C@@H]1N(S(C2C=CC(O)=CC=2)(=O)=O)C2C(=CC=C(F)C=2)N(CCC)C1=O)C. Given the product [Br:22][C:18]1[CH:17]=[C:16]2[C:21]([N:12]([S:9]([C:6]3[CH:7]=[CH:8][C:3]([OH:2])=[CH:4][CH:5]=3)(=[O:11])=[O:10])[C@@H:13]([CH2:24][CH3:25])[C:14](=[O:23])[N:15]2[CH3:32])=[CH:20][CH:19]=1, predict the reactants needed to synthesize it. (6) Given the product [CH2:31]([C:21]1[N:20]([CH2:19][C:16]2[CH:17]=[CH:18][C:5]3[N:4]([CH2:3][C:1]4[NH:35][C:41](=[O:45])[O:42][N:2]=4)[C:10]4[CH:11]=[CH:12][CH:13]=[CH:14][C:9]=4[CH2:8][CH2:7][C:6]=3[CH:15]=2)[C:24]2=[N:25][C:26]([CH3:30])=[CH:27][C:28]([CH3:29])=[C:23]2[N:22]=1)[CH3:32], predict the reactants needed to synthesize it. The reactants are: [C:1]([CH2:3][N:4]1[C:10]2[CH:11]=[CH:12][CH:13]=[CH:14][C:9]=2[CH2:8][CH2:7][C:6]2[CH:15]=[C:16]([CH2:19][N:20]3[C:24]4=[N:25][C:26]([CH3:30])=[CH:27][C:28]([CH3:29])=[C:23]4[N:22]=[C:21]3[CH2:31][CH3:32])[CH:17]=[CH:18][C:5]1=2)#[N:2].NO.[N:35]1C=CC=CC=1.[C:41](Cl)(=[O:45])[O:42]CC.C(=O)([O-])O.[Na+].CC(C)([O-])C.[K+].